Dataset: Full USPTO retrosynthesis dataset with 1.9M reactions from patents (1976-2016). Task: Predict the reactants needed to synthesize the given product. (1) Given the product [NH2:22][C:23]1[CH:28]=[C:27]([C:19]2[C:9]3[N:10]([C:13]4[CH:18]=[CH:17][CH:16]=[CH:15][CH:14]=4)[CH:11]=[N:12][C:8]=3[CH:7]=[C:6]([C:4]([O:3][CH2:1][CH3:2])=[O:5])[CH:20]=2)[CH:26]=[CH:25][CH:24]=1, predict the reactants needed to synthesize it. The reactants are: [CH2:1]([O:3][C:4]([C:6]1[CH:20]=[C:19](I)[C:9]2[N:10]([C:13]3[CH:18]=[CH:17][CH:16]=[CH:15][CH:14]=3)[CH:11]=[N:12][C:8]=2[CH:7]=1)=[O:5])[CH3:2].[NH2:22][C:23]1[CH:24]=[C:25](B(O)O)[CH:26]=[CH:27][CH:28]=1.C(O)CCO.C(=O)([O-])[O-].[K+].[K+]. (2) Given the product [Cl:29][C:25]1[CH:24]=[C:23]([CH:28]=[CH:27][CH:26]=1)[CH2:22][NH:21][CH:19]([C:15]1[CH:14]=[C:13]2[C:18](=[N:17][CH:16]=1)[N:9]([OH:8])[C:10](=[O:37])[C:11]([C:31]1[CH:36]=[CH:35][CH:34]=[CH:33][CH:32]=1)=[C:12]2[OH:30])[CH3:20], predict the reactants needed to synthesize it. The reactants are: C([O:8][N:9]1[C:18]2[C:13](=[CH:14][C:15]([CH:19]([NH:21][CH2:22][C:23]3[CH:28]=[CH:27][CH:26]=[C:25]([Cl:29])[CH:24]=3)[CH3:20])=[CH:16][N:17]=2)[C:12]([OH:30])=[C:11]([C:31]2[CH:36]=[CH:35][CH:34]=[CH:33][CH:32]=2)[C:10]1=[O:37])C1C=CC=CC=1. (3) Given the product [F:32][C:33]1[CH:51]=[CH:50][C:36]([CH2:37][N:38]([CH3:49])[C:39]([C:41]2[CH2:42][N:31]([CH2:30][CH2:29][CH2:28][C:22]3[CH:27]=[CH:26][CH:25]=[CH:24][CH:23]=3)[C:44](=[O:47])[C:45]=2[OH:46])=[O:40])=[CH:35][CH:34]=1, predict the reactants needed to synthesize it. The reactants are: COC(=O)C(O)=CC(=O)N(CC1C=CC(F)=CC=1)C.C=O.[C:22]1([CH2:28][CH2:29][CH2:30][NH2:31])[CH:27]=[CH:26][CH:25]=[CH:24][CH:23]=1.[F:32][C:33]1[CH:51]=[CH:50][C:36]([CH2:37][N:38]([CH3:49])[C:39]([C:41]2[CH2:42]N(C)[C:44](=[O:47])[C:45]=2[OH:46])=[O:40])=[CH:35][CH:34]=1. (4) Given the product [C:1]([O:5][C:6]([N:8]1[C:13]([CH3:26])=[CH:12][C:11]([Cl:14])=[CH:10][CH:9]1[CH2:15][CH2:16][CH2:17][CH2:18][CH2:19][CH2:20][CH2:21][CH2:22][CH2:23][CH2:24][CH3:25])=[O:7])([CH3:4])([CH3:3])[CH3:2], predict the reactants needed to synthesize it. The reactants are: [C:1]([O:5][C:6]([N:8]1[CH:13]=[CH:12][C:11]([Cl:14])=[CH:10][CH:9]1[CH2:15][CH2:16][CH2:17][CH2:18][CH2:19][CH2:20][CH2:21][CH2:22][CH2:23][CH2:24][CH3:25])=[O:7])([CH3:4])([CH3:3])[CH3:2].[CH2:26]([Li])CCC.IC.O.